Dataset: Forward reaction prediction with 1.9M reactions from USPTO patents (1976-2016). Task: Predict the product of the given reaction. (1) Given the reactants C[Si](C=[N+]=[N-])(C)C.[Br:8][C:9]1[CH:10]=[C:11]([CH2:18][C:19]([OH:21])=[O:20])[CH:12]=[C:13]([O:16][CH3:17])[C:14]=1[OH:15].[C:22](O)(=O)C, predict the reaction product. The product is: [CH3:22][O:20][C:19](=[O:21])[CH2:18][C:11]1[CH:12]=[C:13]([O:16][CH3:17])[C:14]([OH:15])=[C:9]([Br:8])[CH:10]=1. (2) Given the reactants [CH2:1]([O:8][C:9]1[CH:10]=[C:11]([CH:25]=[CH:26][CH:27]=1)[C:12]([NH:14][C:15]1[CH:20]=[CH:19][CH:18]=[CH:17][C:16]=1[S:21]([NH2:24])(=[O:23])=[O:22])=[O:13])[C:2]1[CH:7]=[CH:6][CH:5]=[CH:4][CH:3]=1.[F:28][C:29]([F:39])([F:38])[C:30]1[CH:37]=[CH:36][C:33]([CH2:34]Cl)=[CH:32][CH:31]=1.C(=O)([O-])[O-:41].[K+].[K+], predict the reaction product. The product is: [CH2:1]([O:8][C:9]1[CH:10]=[C:11]([CH:25]=[CH:26][CH:27]=1)[C:12]([NH:14][C:15]1[CH:20]=[CH:19][CH:18]=[CH:17][C:16]=1[S:21]([NH:24][C:34](=[O:41])[C:33]1[CH:36]=[CH:37][C:30]([C:29]([F:39])([F:38])[F:28])=[CH:31][CH:32]=1)(=[O:23])=[O:22])=[O:13])[C:2]1[CH:3]=[CH:4][CH:5]=[CH:6][CH:7]=1. (3) Given the reactants Cl[CH2:2][CH:3]1[CH2:8][CH2:7][CH2:6][N:5]([CH3:9])[CH2:4]1.[CH3:10][NH2:11], predict the reaction product. The product is: [CH3:10][NH:11][CH2:2][CH:3]1[CH2:8][CH2:7][CH2:6][N:5]([CH3:9])[CH2:4]1. (4) Given the reactants C(Cl)Cl.Cl[CH2:5][C@H:6]([OH:9])[CH2:7][OH:8].[O-]P([O-])([O-])=O.[K+].[K+].[K+].[S:18](Cl)([C:21]1[CH:27]=[CH:26][C:24]([CH3:25])=[CH:23][CH:22]=1)(=[O:20])=[O:19], predict the reaction product. The product is: [S:18]([C:21]1[CH:27]=[CH:26][C:24]([CH3:25])=[CH:23][CH:22]=1)([O:8][CH2:7][C@H:6]1[O:9][CH2:5]1)(=[O:20])=[O:19]. (5) Given the reactants [CH2:1]([NH2:8])[C:2]1[CH:7]=[CH:6][CH:5]=[CH:4][CH:3]=1.C([Si](C)(C)[N:14]1[C:18]2=[N:19][CH:20]=[C:21]([C:23]3[CH:28]=[CH:27][CH:26]=[C:25]([F:29])[CH:24]=3)[CH:22]=[C:17]2[C:16]([C:30](O)=[O:31])=[CH:15]1)(C)(C)C.C1C=CC2N(O)N=NC=2C=1.CCN(C(C)C)C(C)C, predict the reaction product. The product is: [CH2:1]([NH:8][C:30]([C:16]1[C:17]2[C:18](=[N:19][CH:20]=[C:21]([C:23]3[CH:28]=[CH:27][CH:26]=[C:25]([F:29])[CH:24]=3)[CH:22]=2)[NH:14][CH:15]=1)=[O:31])[C:2]1[CH:7]=[CH:6][CH:5]=[CH:4][CH:3]=1. (6) Given the reactants C([NH:18][C@H:19]([C:32]([OH:34])=O)[CH2:20][C:21]1[CH:26]=[CH:25][C:24]([O:27][C:28]([CH3:31])([CH3:30])[CH3:29])=[CH:23][CH:22]=1)(OCC1C2C(=CC=CC=2)C2C1=CC=CC=2)=O.[NH4+].C(OC(OC(OC(C)(C)C)=O)=O)(C)(C)C.[N:51]1C=CC=CC=1, predict the reaction product. The product is: [C:28]([O:27][C:24]1[CH:25]=[CH:26][C:21]([CH2:20][C@@H:19]([C:32]([NH2:51])=[O:34])[NH2:18])=[CH:22][CH:23]=1)([CH3:31])([CH3:30])[CH3:29].